This data is from Catalyst prediction with 721,799 reactions and 888 catalyst types from USPTO. The task is: Predict which catalyst facilitates the given reaction. (1) The catalyst class is: 32. Reactant: [P:1]([O-:30])([O-:29])([O:3][CH2:4][N:5]1[C:14]2[C:9](=[C:10]([F:19])[CH:11]=[CH:12][C:13]=2[O:15][CH2:16][CH2:17][CH3:18])[C:8](=[O:20])[C:7]([C:21]2[CH:26]=[CH:25][C:24]([O:27][CH3:28])=[CH:23][CH:22]=2)=[CH:6]1)=[O:2].[OH-].[K+:32]. Product: [K+:32].[K+:32].[P:1]([O-:30])([O-:29])([O:3][CH2:4][N:5]1[C:14]2[C:9](=[C:10]([F:19])[CH:11]=[CH:12][C:13]=2[O:15][CH2:16][CH2:17][CH3:18])[C:8](=[O:20])[C:7]([C:21]2[CH:22]=[CH:23][C:24]([O:27][CH3:28])=[CH:25][CH:26]=2)=[CH:6]1)=[O:2]. (2) Reactant: [Li]CCCC.CC1(C)CCCC(C)(C)N1.[Cl:16][C:17]1[N:25]=[C:24]2[C:20]([N:21]([CH2:26][C@H:27]3[CH2:32][CH2:31][C@H:30]([CH3:33])[CH2:29][CH2:28]3)[CH:22]=[N:23]2)=[C:19]([C:34]2[CH:35]=[C:36]([CH3:40])[CH:37]=[CH:38][CH:39]=2)[N:18]=1.[Br:41]N1C(C)(C)C(=O)N(Br)C1=O. Product: [Br:41][C:22]1[N:21]([CH2:26][C@H:27]2[CH2:32][CH2:31][C@H:30]([CH3:33])[CH2:29][CH2:28]2)[C:20]2[C:24](=[N:25][C:17]([Cl:16])=[N:18][C:19]=2[C:34]2[CH:35]=[C:36]([CH3:40])[CH:37]=[CH:38][CH:39]=2)[N:23]=1. The catalyst class is: 1. (3) Reactant: O.O.[Br-:3].[Ca+2].[Br-].CC1C=CC(S(O[C:17]2[CH2:21][CH:20]([C:22](=[O:39])[NH:23][C:24]3[CH:29]=[CH:28][C:27]([Cl:30])=[CH:26][C:25]=3[C:31](=[O:38])[NH:32][CH:33]([CH:35]3[CH2:37][CH2:36]3)[CH3:34])[N:19]([C:40]3[C:45]([Cl:46])=[CH:44][CH:43]=[CH:42][N:41]=3)[N:18]=2)(=O)=O)=CC=1.C1(C)C=CC=CC=1.C(=O)([O-])O.[Na+]. Product: [Br:3][C:17]1[CH2:21][CH:20]([C:22]([NH:23][C:24]2[CH:29]=[CH:28][C:27]([Cl:30])=[CH:26][C:25]=2[C:31](=[O:38])[NH:32][CH:33]([CH:35]2[CH2:37][CH2:36]2)[CH3:34])=[O:39])[N:19]([C:40]2[C:45]([Cl:46])=[CH:44][CH:43]=[CH:42][N:41]=2)[N:18]=1. The catalyst class is: 6. (4) Reactant: [NH2:1][C:2]1[CH:12]=[CH:11][C:5]([C:6]([O:8]CC)=[O:7])=[CH:4][CH:3]=1.C(N(CC)CC)C.Cl[CH2:21][CH2:22][CH2:23][S:24](Cl)(=[O:26])=[O:25].Cl. Product: [O:25]=[S:24]1(=[O:26])[CH2:23][CH2:22][CH2:21][N:1]1[C:2]1[CH:3]=[CH:4][C:5]([C:6]([OH:8])=[O:7])=[CH:11][CH:12]=1. The catalyst class is: 4. (5) Reactant: C(OC(=O)[NH:7][C@H:8]([C:11]1[CH:15]=[CH:14][S:13][CH:12]=1)[CH2:9][OH:10])(C)(C)C.C(O)(C(F)(F)F)=O. Product: [NH2:7][C@H:8]([C:11]1[CH:15]=[CH:14][S:13][CH:12]=1)[CH2:9][OH:10]. The catalyst class is: 2.